Dataset: Peptide-MHC class II binding affinity with 134,281 pairs from IEDB. Task: Regression. Given a peptide amino acid sequence and an MHC pseudo amino acid sequence, predict their binding affinity value. This is MHC class II binding data. (1) The peptide sequence is AARFVRRDGRRGGGR. The MHC is DRB1_0404 with pseudo-sequence DRB1_0404. The binding affinity (normalized) is 0.116. (2) The peptide sequence is RRGVRSLSNKIKQKTHHHHHH. The MHC is DRB1_0801 with pseudo-sequence DRB1_0801. The binding affinity (normalized) is 0.392. (3) The binding affinity (normalized) is 0.640. The MHC is DRB5_0101 with pseudo-sequence DRB5_0101. The peptide sequence is RVWITNNPHMQDKTM. (4) The peptide sequence is IVPPADKYRTFVATF. The MHC is HLA-DQA10501-DQB10201 with pseudo-sequence HLA-DQA10501-DQB10201. The binding affinity (normalized) is 0.325. (5) The peptide sequence is GEQQIVDKIDAAFKI. The MHC is DRB1_0802 with pseudo-sequence DRB1_0802. The binding affinity (normalized) is 0.367. (6) The peptide sequence is QAGGKLCPNNLCCSQ. The MHC is HLA-DPA10201-DPB11401 with pseudo-sequence HLA-DPA10201-DPB11401. The binding affinity (normalized) is 0.0381. (7) The peptide sequence is AAATAGTTFYGAFAA. The MHC is HLA-DQA10102-DQB10602 with pseudo-sequence HLA-DQA10102-DQB10602. The binding affinity (normalized) is 0.326. (8) The peptide sequence is DLPVWLSWQVAKAGL. The MHC is DRB1_0404 with pseudo-sequence DRB1_0404. The binding affinity (normalized) is 0.683.